From a dataset of Forward reaction prediction with 1.9M reactions from USPTO patents (1976-2016). Predict the product of the given reaction. (1) Given the reactants [CH3:1][C:2]1[NH:3][C:4]2[C:9]([CH:10]=1)=[CH:8][C:7]([NH2:11])=[CH:6][CH:5]=2.Cl[C:13]1[CH:18]=[CH:17][N:16]=[C:15]2[CH:19]=[C:20]([C:22]3[S:26][C:25]([O:27][CH2:28][CH3:29])=[N:24][CH:23]=3)[S:21][C:14]=12, predict the reaction product. The product is: [CH2:28]([O:27][C:25]1[S:26][C:22]([C:20]2[S:21][C:14]3[C:15](=[N:16][CH:17]=[CH:18][C:13]=3[NH:11][C:7]3[CH:8]=[C:9]4[C:4](=[CH:5][CH:6]=3)[NH:3][C:2]([CH3:1])=[CH:10]4)[CH:19]=2)=[CH:23][N:24]=1)[CH3:29]. (2) Given the reactants [F:1][C:2]1[CH:3]=[C:4]([CH2:9][C:10]([C:12]2[CH:17]=[CH:16][CH:15]=[CH:14][CH:13]=2)=O)[CH:5]=[CH:6][C:7]=1[F:8].[CH2:18]([O:20][C:21]1[CH:22]=[C:23]([CH:26]=[C:27]([N+:30]([O-:32])=[O:31])[C:28]=1[OH:29])[CH:24]=O)[CH3:19].[NH2:33][C:34]([NH2:36])=[O:35].Cl, predict the reaction product. The product is: [F:1][C:2]1[CH:3]=[C:4]([C:9]2[CH:24]([C:23]3[CH:26]=[C:27]([N+:30]([O-:32])=[O:31])[C:28]([OH:29])=[C:21]([O:20][CH2:18][CH3:19])[CH:22]=3)[NH:33][C:34](=[O:35])[NH:36][C:10]=2[C:12]2[CH:17]=[CH:16][CH:15]=[CH:14][CH:13]=2)[CH:5]=[CH:6][C:7]=1[F:8]. (3) Given the reactants Br[C:2]1[CH:3]=[N:4][C:5]([Cl:8])=[N:6][CH:7]=1.F[B-](F)(F)F.C([PH+](C(C)(C)C)C(C)(C)C)(C)(C)C.[O:27]1[CH:31]=[CH:30][CH2:29][CH2:28]1.CN(C1CCCCC1)C1CCCCC1, predict the reaction product. The product is: [Cl:8][C:5]1[N:4]=[CH:3][C:2]([CH:28]2[CH:29]=[CH:30][CH2:31][O:27]2)=[CH:7][N:6]=1. (4) Given the reactants [CH3:1][O:2]/[N:3]=[C:4](/[C:15]1[CH:20]=[CH:19][C:18]([O:21][CH3:22])=[CH:17][CH:16]=1)\[CH2:5][O:6][C:7]1[CH:12]=[CH:11][C:10]([CH2:13][OH:14])=[CH:9][CH:8]=1.O[C:24]1[CH:29]=[CH:28][C:27]([CH:30]2[CH2:32][CH:31]2[C:33]([O:35]CC)=[O:34])=[CH:26][CH:25]=1, predict the reaction product. The product is: [CH3:1][O:2]/[N:3]=[C:4](/[C:15]1[CH:16]=[CH:17][C:18]([O:21][CH3:22])=[CH:19][CH:20]=1)\[CH2:5][O:6][C:7]1[CH:8]=[CH:9][C:10]([CH2:13][O:14][C:24]2[CH:29]=[CH:28][C:27]([CH:30]3[CH2:32][CH:31]3[C:33]([OH:35])=[O:34])=[CH:26][CH:25]=2)=[CH:11][CH:12]=1.